This data is from Forward reaction prediction with 1.9M reactions from USPTO patents (1976-2016). The task is: Predict the product of the given reaction. (1) Given the reactants C([O:4][C@H:5]1[CH2:22][CH2:21][C@@:20]2([CH3:23])[C@@H:7]([CH2:8][CH2:9][C@:10]3([CH3:41])[C@@H:19]2[CH2:18][CH2:17][C@H:16]2[C@@:11]3([CH3:40])[CH2:12][CH2:13][C@@:14]3([C:30]([N:32]4[CH2:37][CH2:36][N:35]([CH2:38][CH3:39])[CH2:34][CH2:33]4)=[O:31])[CH2:26][CH2:25][C@@H:24]([C:27]([CH3:29])=[CH2:28])[C@@H:15]32)[C:6]1([CH3:43])[CH3:42])(=O)C.C(=O)([O-])[O-].[K+].[K+], predict the reaction product. The product is: [CH2:38]([N:35]1[CH2:34][CH2:33][N:32]([C:30]([C@:14]23[CH2:26][CH2:25][C@@H:24]([C:27]([CH3:29])=[CH2:28])[C@@H:15]2[C@@H:16]2[C@@:11]([CH3:40])([CH2:12][CH2:13]3)[C@@:10]3([CH3:41])[C@@H:19]([C@:20]4([CH3:23])[C@@H:7]([CH2:8][CH2:9]3)[C:6]([CH3:42])([CH3:43])[C@@H:5]([OH:4])[CH2:22][CH2:21]4)[CH2:18][CH2:17]2)=[O:31])[CH2:37][CH2:36]1)[CH3:39]. (2) The product is: [C:18]1([C:2]2[CH:9]=[CH:8][C:5]([CH:6]=[O:7])=[CH:4][N:3]=2)[C:19]2[C:14](=[CH:13][CH:12]=[CH:11][CH:10]=2)[CH:15]=[CH:16][CH:17]=1. Given the reactants Br[C:2]1[CH:9]=[CH:8][C:5]([CH:6]=[O:7])=[CH:4][N:3]=1.[C:10]1(B(O)O)[C:19]2[C:14](=[CH:15][CH:16]=[CH:17][CH:18]=2)[CH:13]=[CH:12][CH:11]=1, predict the reaction product. (3) Given the reactants [NH:1]1[CH2:6][CH2:5][C:4]2([O:11][C:10]3[C:12]4[C:17]([C:18](=[O:21])[C:19](=[O:20])[C:9]=3[S:8][CH2:7]2)=[CH:16][CH:15]=[CH:14][CH:13]=4)[CH2:3][CH2:2]1.Br[CH2:23][C:24]1[CH:29]=[CH:28][C:27]([F:30])=[CH:26][C:25]=1[F:31], predict the reaction product. The product is: [F:31][C:25]1[CH:26]=[C:27]([F:30])[CH:28]=[CH:29][C:24]=1[CH2:23][N:1]1[CH2:2][CH2:3][C:4]2([O:11][C:10]3[C:12]4[C:17]([C:18](=[O:21])[C:19](=[O:20])[C:9]=3[S:8][CH2:7]2)=[CH:16][CH:15]=[CH:14][CH:13]=4)[CH2:5][CH2:6]1. (4) Given the reactants [NH:1]([C:8]1[N:13]=[C:12]([CH2:14][NH:15][C:16](=[O:22])[CH2:17][CH2:18][C:19]([OH:21])=O)[CH:11]=[CH:10][N:9]=1)[C:2]1[CH:7]=[CH:6][CH:5]=[CH:4][CH:3]=1.FC1C(O)=C(F)C(F)=C(F)C=1F, predict the reaction product. The product is: [NH:1]([C:8]1[N:13]=[C:12]([CH2:14][N:15]2[C:16](=[O:22])[CH2:17][CH2:18][C:19]2=[O:21])[CH:11]=[CH:10][N:9]=1)[C:2]1[CH:7]=[CH:6][CH:5]=[CH:4][CH:3]=1.